Regression. Given a peptide amino acid sequence and an MHC pseudo amino acid sequence, predict their binding affinity value. This is MHC class I binding data. From a dataset of Peptide-MHC class I binding affinity with 185,985 pairs from IEDB/IMGT. (1) The peptide sequence is WVKKGGHVTL. The MHC is HLA-A02:06 with pseudo-sequence HLA-A02:06. The binding affinity (normalized) is 0.229. (2) The peptide sequence is FAEGVIAFL. The MHC is HLA-A03:01 with pseudo-sequence HLA-A03:01. The binding affinity (normalized) is 0.0847.